Predict the reactants needed to synthesize the given product. From a dataset of Retrosynthesis with 50K atom-mapped reactions and 10 reaction types from USPTO. (1) Given the product Cc1ccccc1N1CCc2c(NCCCO)nc3c(OCC(F)(F)F)cccc3c21, predict the reactants needed to synthesize it. The reactants are: Cc1ccccc1N1CCc2c(Cl)nc3c(OCC(F)(F)F)cccc3c21.NCCCO. (2) Given the product COc1cc(OC)nc(-c2ccc(Oc3ccc4c(c3)CCN(C3CCC3)CC4)nc2)n1, predict the reactants needed to synthesize it. The reactants are: COc1cc(OC)nc(-c2ccc(Cl)nc2)n1.Oc1ccc2c(c1)CCN(C1CCC1)CC2. (3) Given the product COc1ccc(N)cc1NC(=O)OC(C)(C)C, predict the reactants needed to synthesize it. The reactants are: COc1ccc([N+](=O)[O-])cc1NC(=O)OC(C)(C)C. (4) Given the product CC(C)(C)C(=O)OCCc1c(-c2ccccc2)nc(N)n2ncnc12, predict the reactants needed to synthesize it. The reactants are: CC(C)(C)C(=O)Cl.Nc1nc(-c2ccccc2)c(CCO)c2ncnn12. (5) The reactants are: Cc1nn2c(-c3ccc(Cl)cc3Cl)c(C)oc2c1[N+](=O)[O-]. Given the product Cc1nn2c(-c3ccc(Cl)cc3Cl)c(C)oc2c1N, predict the reactants needed to synthesize it. (6) The reactants are: CC(C)S(=O)(=O)Cl.N[C@@H]1CCOC[C@H]1c1ccc(-c2ccccc2)cc1. Given the product CC(C)S(=O)(=O)N[C@@H]1CCOC[C@H]1c1ccc(-c2ccccc2)cc1, predict the reactants needed to synthesize it. (7) Given the product CCC(C)(C)OC(=O)c1cc(Cl)c(Cl)nc1Cl, predict the reactants needed to synthesize it. The reactants are: CCC(C)(C)O.O=C(O)c1cc(Cl)c(Cl)nc1Cl. (8) Given the product CCOC(=O)C1CN(Cc2cccc(Oc3ccccc3)c2)CCO1, predict the reactants needed to synthesize it. The reactants are: CCOC(=O)C1CNCCO1.O=Cc1cccc(Oc2ccccc2)c1. (9) Given the product CC(=O)N1CCC2(CC1)Cc1ccc(N)cc1C2=O, predict the reactants needed to synthesize it. The reactants are: CC(=O)N1CCC2(CC1)Cc1ccc([N+](=O)[O-])cc1C2=O. (10) Given the product OCc1cc(Cl)ccc1OCc1ccccc1, predict the reactants needed to synthesize it. The reactants are: O=Cc1cc(Cl)ccc1OCc1ccccc1.